Predict the product of the given reaction. From a dataset of Forward reaction prediction with 1.9M reactions from USPTO patents (1976-2016). (1) Given the reactants [CH2:1]([OH:15])[CH2:2][CH2:3][CH2:4][CH2:5][CH2:6][CH2:7][CH2:8][CH2:9][CH2:10][CH2:11][CH2:12][CH2:13][CH3:14].N1C=CC=CC=1.[N+:22]([C:25]1[CH:33]=[CH:32][C:28]([C:29](Cl)=[O:30])=[CH:27][CH:26]=1)([O-:24])=[O:23], predict the reaction product. The product is: [N+:22]([C:25]1[CH:26]=[CH:27][C:28]([C:29]([O:15][CH2:1][CH2:2][CH2:3][CH2:4][CH2:5][CH2:6][CH2:7][CH2:8][CH2:9][CH2:10][CH2:11][CH2:12][CH2:13][CH3:14])=[O:30])=[CH:32][CH:33]=1)([O-:24])=[O:23]. (2) The product is: [Br:21][C:12]1[CH:13]=[C:14]([CH:19]=[CH:20][C:11]=1[CH:5]1[S:2](=[O:4])(=[O:3])[NH:1][C:7](=[O:8])[CH2:6]1)[C:15]([O:17][CH3:18])=[O:16]. Given the reactants [NH2:1][S:2]([CH:5]([C:11]1[CH:20]=[CH:19][C:14]([C:15]([O:17][CH3:18])=[O:16])=[CH:13][C:12]=1[Br:21])[CH2:6][C:7](OC)=[O:8])(=[O:4])=[O:3].C[O-].[Na+], predict the reaction product. (3) The product is: [Cl:1][C:2]1[N:7]=[CH:6][C:5]([CH2:8][N:9]2[CH2:16][CH2:17][CH2:18][CH:14]3[O:13][C:12](=[O:15])[CH:11]=[C:10]23)=[CH:4][CH:3]=1. Given the reactants [Cl:1][C:2]1[N:7]=[CH:6][C:5]([CH2:8][N:9]([CH2:16][CH2:17][CH2:18]I)[C:10]2[CH2:14][O:13][C:12](=[O:15])[CH:11]=2)=[CH:4][CH:3]=1.C([N-]C(C)C)(C)C.[Li+].CO, predict the reaction product. (4) Given the reactants O[CH:2]1[CH2:5][CH:4]([NH:6][C:7](=[O:13])[O:8][C:9]([CH3:12])([CH3:11])[CH3:10])[CH2:3]1.CCN(S(F)(F)[F:20])CC.N#N, predict the reaction product. The product is: [F:20][CH:2]1[CH2:5][CH:4]([NH:6][C:7](=[O:13])[O:8][C:9]([CH3:12])([CH3:11])[CH3:10])[CH2:3]1.